From a dataset of Reaction yield outcomes from USPTO patents with 853,638 reactions. Predict the reaction yield, written as a fraction of the theoretical maximum amount of product (1.0 means a 100% yield; for example, 0.34 means a 34% yield). (1) The reactants are [CH:1]1[C:13]2NC3[C:6](=[CH:7][CH:8]=[CH:9]C=3)[C:5]=2[CH:4]=[CH:3][CH:2]=1.[C:14]([O-])([O-])=O.[Cs+].[Cs+].[CH3:20][N:21]([CH:23]=O)[CH3:22]. The catalyst is C(OCC)(=O)C. The product is [CH2:23]([N:21]1[C:22]2[CH:4]=[CH:3][CH:2]=[CH:1][C:13]=2[C:5]2[C:20]1=[CH:9][CH:8]=[CH:7][CH:6]=2)[CH3:14]. The yield is 0.926. (2) The reactants are [CH3:1][N:2]([CH3:28])[C:3]1([C:22]2[CH:27]=[CH:26][CH:25]=[CH:24][N:23]=2)[CH2:8][CH2:7][C:6](=[CH:9][C:10]([NH:12][CH2:13][CH2:14][CH2:15][C:16]2[CH:21]=[CH:20][CH:19]=[CH:18][CH:17]=2)=[O:11])[CH2:5][CH2:4]1.[Cl:29][Si](C)(C)C. The catalyst is CC(CC)=O. The product is [ClH:29].[CH3:28][N:2]([CH3:1])[C:3]1([C:22]2[CH:27]=[CH:26][CH:25]=[CH:24][N:23]=2)[CH2:4][CH2:5][C:6](=[CH:9][C:10]([NH:12][CH2:13][CH2:14][CH2:15][C:16]2[CH:17]=[CH:18][CH:19]=[CH:20][CH:21]=2)=[O:11])[CH2:7][CH2:8]1. The yield is 0.860. (3) The reactants are [NH2:1][C:2]1C(O)=NC=[N:6][C:7]=1[NH2:8].[OH-].[Na+].Br[CH:13](Br)[C:14](=O)[C:15]([F:18])([F:17])[F:16]. No catalyst specified. The product is [F:16][C:15]([F:18])([F:17])[C:14]1[N:1]=[CH:2][C:7]([NH2:8])=[N:6][CH:13]=1. The yield is 0.150. (4) The reactants are C([NH:4][C@:5]1([C:22](NC(C)(C)C)=[O:23])[C@@H:9]([CH2:10][CH2:11][CH2:12][B:13]2[O:17]C(C)(C)C(C)(C)[O:14]2)[CH2:8][NH:7][CH2:6]1)(=O)C.Cl[C:30]1[N:38]=[CH:37][N:36]=[C:35]2[C:31]=1[NH:32][CH:33]=[N:34]2.C(N(C(C)C)CC)(C)C.CC([OH:51])C. The catalyst is C(Cl)Cl. The product is [NH2:4][C@:5]1([C:22]([OH:23])=[O:51])[C@@H:9]([CH2:10][CH2:11][CH2:12][B:13]([OH:14])[OH:17])[CH2:8][N:7]([C:30]2[N:38]=[CH:37][N:36]=[C:35]3[C:31]=2[NH:32][CH:33]=[N:34]3)[CH2:6]1. The yield is 0.200. (5) The reactants are [Cl:1][C:2]1[CH:10]=[C:9]2[C:5]([CH2:6][C:7](=O)[NH:8]2)=[CH:4][CH:3]=1.CN(C)C1C=CC=CC=1.O=P(Cl)(Cl)[Cl:23]. The catalyst is C1(C)C=CC=CC=1. The product is [Cl:23][C:7]1[NH:8][C:9]2[C:5]([CH:6]=1)=[CH:4][CH:3]=[C:2]([Cl:1])[CH:10]=2. The yield is 0.630.